Dataset: Catalyst prediction with 721,799 reactions and 888 catalyst types from USPTO. Task: Predict which catalyst facilitates the given reaction. Reactant: [CH:1]1([N:6]2[C:10]3[N:11]=[C:12]([CH:18]4[CH2:20][CH2:19]4)[CH:13]=[C:14]([C:15]([OH:17])=O)[C:9]=3[C:8]([CH3:21])=[N:7]2)[CH2:5][CH2:4][CH2:3][CH2:2]1.[NH2:22][CH2:23][C:24]1[C:25](=[O:32])[NH:26][C:27]([CH3:31])=[CH:28][C:29]=1[CH3:30].ON1C2N=CC=CC=2N=N1.C(Cl)CCl.CN1CCOCC1. Product: [CH:1]1([N:6]2[C:10]3[N:11]=[C:12]([CH:18]4[CH2:19][CH2:20]4)[CH:13]=[C:14]([C:15]([NH:22][CH2:23][C:24]4[C:25](=[O:32])[NH:26][C:27]([CH3:31])=[CH:28][C:29]=4[CH3:30])=[O:17])[C:9]=3[C:8]([CH3:21])=[N:7]2)[CH2:5][CH2:4][CH2:3][CH2:2]1. The catalyst class is: 16.